From a dataset of Full USPTO retrosynthesis dataset with 1.9M reactions from patents (1976-2016). Predict the reactants needed to synthesize the given product. (1) Given the product [Cl:19][C:17]1[CH:16]=[CH:15][C:14]2[N:8]([CH2:7][C:6]([CH3:45])([CH3:44])[CH2:5][OH:4])[C:9](=[O:43])[C@@H:10]([CH2:30][C:31]3[S:32][C:33]([CH3:42])=[C:34]([CH:36]([CH3:37])[C:48]([OH:50])=[O:46])[N:35]=3)[O:11][C@H:12]([C:20]3[CH:25]=[CH:24][CH:23]=[C:22]([O:26][CH3:27])[C:21]=3[O:28][CH3:29])[C:13]=2[CH:18]=1, predict the reactants needed to synthesize it. The reactants are: C([O:4][CH2:5][C:6]([CH3:45])([CH3:44])[CH2:7][N:8]1[C:14]2[CH:15]=[CH:16][C:17]([Cl:19])=[CH:18][C:13]=2[C@@H:12]([C:20]2[CH:25]=[CH:24][CH:23]=[C:22]([O:26][CH3:27])[C:21]=2[O:28][CH3:29])[O:11][C@H:10]([CH2:30][C:31]2[S:32][C:33]([CH3:42])=[C:34]([CH2:36][CH2:37]C(OC)=O)[N:35]=2)[C:9]1=[O:43])(=O)C.[OH-:46].[Na+].[CH2:48]([OH:50])C. (2) The reactants are: Br[CH2:2][C:3]1[CH:11]=[CH:10][C:6]2=[N:7][O:8][N:9]=[C:5]2[CH:4]=1.BrCC1CCCCO1.[NH:20]1[C:28]2[C:23](=[CH:24][CH:25]=[CH:26][CH:27]=2)[C:22]2([C:40]3[C:31](=[CH:32][C:33]4[O:38][CH2:37][CH2:36][O:35][C:34]=4[CH:39]=3)[O:30][CH2:29]2)[C:21]1=[O:41]. Given the product [N:7]1[O:8][N:9]=[C:5]2[CH:4]=[C:3]([CH2:2][N:20]3[C:28]4[C:23](=[CH:24][CH:25]=[CH:26][CH:27]=4)[C:22]4([C:40]5[C:31](=[CH:32][C:33]6[O:38][CH2:37][CH2:36][O:35][C:34]=6[CH:39]=5)[O:30][CH2:29]4)[C:21]3=[O:41])[CH:11]=[CH:10][C:6]=12, predict the reactants needed to synthesize it. (3) Given the product [CH3:37][N:33]1[C:32]2[C:38]([CH3:40])=[CH:39][C:29]([C:27]([C:23]3[N:24]=[CH:25][N:26]=[C:21]([N:16]4[CH2:15][CH2:14][CH:13]([N:10]5[CH2:11][CH2:12][C:6]6[CH:5]=[CH:4][CH:3]=[C:2]([F:1])[C:7]=6[NH:8][C:9]5=[O:19])[CH2:18][CH2:17]4)[CH:22]=3)=[O:28])=[CH:30][C:31]=2[O:35][C:34]1=[O:36], predict the reactants needed to synthesize it. The reactants are: [F:1][C:2]1[C:7]2[NH:8][C:9](=[O:19])[N:10]([CH:13]3[CH2:18][CH2:17][NH:16][CH2:15][CH2:14]3)[CH2:11][CH2:12][C:6]=2[CH:5]=[CH:4][CH:3]=1.Cl[C:21]1[N:26]=[CH:25][N:24]=[C:23]([C:27]([C:29]2[CH:39]=[C:38]([CH3:40])[C:32]3[N:33]([CH3:37])[C:34](=[O:36])[O:35][C:31]=3[CH:30]=2)=[O:28])[CH:22]=1.CCN(C(C)C)C(C)C. (4) Given the product [Cl:15][C:9]1[CH:8]=[CH:7][C:6]2[N:5]([N:4]=[C:3]([N:16]3[CH2:20][CH2:19][CH2:18][CH2:17]3)[C:2]=2[CH:26]([OH:27])[C:28]2[N:33]=[C:32]([C:34]([O:36][CH3:37])=[O:35])[CH:31]=[CH:30][CH:29]=2)[C:10]=1[Si:11]([CH3:14])([CH3:13])[CH3:12], predict the reactants needed to synthesize it. The reactants are: Br[C:2]1[C:3]([N:16]2[CH2:20][CH2:19][CH2:18][CH2:17]2)=[N:4][N:5]2[C:10]([Si:11]([CH3:14])([CH3:13])[CH3:12])=[C:9]([Cl:15])[CH:8]=[CH:7][C:6]=12.C([Li])CCC.[CH:26]([C:28]1[N:33]=[C:32]([C:34]([O:36][CH3:37])=[O:35])[CH:31]=[CH:30][CH:29]=1)=[O:27].[Cl-].[NH4+]. (5) The reactants are: [CH:10]1[C:9]([S:8][S:8][C:9]2[CH:14]=[CH:13][C:12]([Cl:15])=[CH:11][CH:10]=2)=[CH:14][CH:13]=[C:12]([Cl:15])[CH:11]=1.[BH4-].[Na+].I[CH:20]([CH3:22])[CH3:21].O. Given the product [Cl:15][C:12]1[CH:11]=[CH:10][C:9]([S:8][CH:20]([CH3:22])[CH3:21])=[CH:14][CH:13]=1, predict the reactants needed to synthesize it.